From a dataset of NCI-60 drug combinations with 297,098 pairs across 59 cell lines. Regression. Given two drug SMILES strings and cell line genomic features, predict the synergy score measuring deviation from expected non-interaction effect. (1) Drug 1: C1=NC2=C(N=C(N=C2N1C3C(C(C(O3)CO)O)O)F)N. Drug 2: CC1=C(C(=O)C2=C(C1=O)N3CC4C(C3(C2COC(=O)N)OC)N4)N. Cell line: SR. Synergy scores: CSS=63.3, Synergy_ZIP=4.06, Synergy_Bliss=4.09, Synergy_Loewe=-30.7, Synergy_HSA=1.70. (2) Drug 1: CC1=C(C(=CC=C1)Cl)NC(=O)C2=CN=C(S2)NC3=CC(=NC(=N3)C)N4CCN(CC4)CCO. Drug 2: CC1=C(N=C(N=C1N)C(CC(=O)N)NCC(C(=O)N)N)C(=O)NC(C(C2=CN=CN2)OC3C(C(C(C(O3)CO)O)O)OC4C(C(C(C(O4)CO)O)OC(=O)N)O)C(=O)NC(C)C(C(C)C(=O)NC(C(C)O)C(=O)NCCC5=NC(=CS5)C6=NC(=CS6)C(=O)NCCC[S+](C)C)O. Cell line: SR. Synergy scores: CSS=67.7, Synergy_ZIP=2.03, Synergy_Bliss=1.96, Synergy_Loewe=-5.29, Synergy_HSA=0.673. (3) Drug 1: CC12CCC3C(C1CCC2=O)CC(=C)C4=CC(=O)C=CC34C. Drug 2: CC(C)NC(=O)C1=CC=C(C=C1)CNNC.Cl. Cell line: A498. Synergy scores: CSS=47.4, Synergy_ZIP=2.46, Synergy_Bliss=2.05, Synergy_Loewe=1.19, Synergy_HSA=0.813.